The task is: Regression. Given a peptide amino acid sequence and an MHC pseudo amino acid sequence, predict their binding affinity value. This is MHC class I binding data.. This data is from Peptide-MHC class I binding affinity with 185,985 pairs from IEDB/IMGT. (1) The peptide sequence is IRGKMTLTEE. The MHC is Mamu-B08 with pseudo-sequence Mamu-B08. The binding affinity (normalized) is 0. (2) The peptide sequence is NGNFNFERV. The MHC is HLA-A01:01 with pseudo-sequence HLA-A01:01. The binding affinity (normalized) is 0.213. (3) The binding affinity (normalized) is 0. The MHC is HLA-B15:01 with pseudo-sequence HLA-B15:01. The peptide sequence is RAYHAMSST. (4) The peptide sequence is YINMAWNLV. The MHC is HLA-B15:01 with pseudo-sequence HLA-B15:01. The binding affinity (normalized) is 0.0847. (5) The peptide sequence is NFTNNAKTII. The MHC is H-2-Kb with pseudo-sequence H-2-Kb. The binding affinity (normalized) is 0. (6) The peptide sequence is NRTRHCQPEKA. The MHC is Mamu-B03 with pseudo-sequence Mamu-B03. The binding affinity (normalized) is 0.170.